This data is from Reaction yield outcomes from USPTO patents with 853,638 reactions. The task is: Predict the reaction yield, written as a fraction of the theoretical maximum amount of product (1.0 means a 100% yield; for example, 0.34 means a 34% yield). (1) The reactants are [C:1]1([S:7]([C:10]2[CH:17]3[CH:15]([O:16]3)[CH:14]([CH3:18])[CH:13]([OH:19])[CH:12]([CH3:20])[CH:11]=2)(=[O:9])=[O:8])[CH:6]=[CH:5][CH:4]=[CH:3][CH:2]=1.N1C(C)=CC=CC=1C.[Si:29](OS(C(F)(F)F)(=O)=O)([C:32]([CH3:35])([CH3:34])[CH3:33])([CH3:31])[CH3:30].CO. The catalyst is C(Cl)Cl. The product is [C:1]1([S:7]([C:10]2[C@H:17]3[C@H:15]([O:16]3)[C@H:14]([CH3:18])[C@H:13]([O:19][Si:29]([C:32]([CH3:35])([CH3:34])[CH3:33])([CH3:31])[CH3:30])[C@@H:12]([CH3:20])[CH:11]=2)(=[O:9])=[O:8])[CH:2]=[CH:3][CH:4]=[CH:5][CH:6]=1. The yield is 0.950. (2) The reactants are [F:1][C:2]([F:27])([F:26])[C:3]1[CH:4]=[C:5]([NH:13][C:14](SC)=[C:15]([S:18]([CH:21]([CH3:23])[CH3:22])(=[O:20])=[O:19])[C:16]#[N:17])[CH:6]=[C:7]([C:9]([F:12])([F:11])[F:10])[CH:8]=1.[NH2:28][CH:29]([C:31]([CH3:34])([CH3:33])[CH3:32])[CH3:30]. No catalyst specified. The product is [F:26][C:2]([F:1])([F:27])[C:3]1[CH:4]=[C:5]([NH:13][C:14]([NH:28][CH:29]([CH3:30])[C:31]([CH3:34])([CH3:33])[CH3:32])=[C:15]([S:18]([CH:21]([CH3:22])[CH3:23])(=[O:19])=[O:20])[C:16]#[N:17])[CH:6]=[C:7]([C:9]([F:10])([F:12])[F:11])[CH:8]=1. The yield is 0.800. (3) The reactants are [OH:1][CH:2]1[CH:7]([NH:8][C:9](=[O:15])[O:10][C:11]([CH3:14])([CH3:13])[CH3:12])[CH:6]=[C:5]([C:16]2[CH:21]=[CH:20][N:19]=[CH:18][C:17]=2[N+:22]([O-:24])=[O:23])[CH2:4][CH:3]1[CH3:25].C(N(CC)CC)C.[CH3:33][S:34](Cl)(=[O:36])=[O:35].O. The catalyst is C(Cl)Cl. The product is [CH3:33][S:34]([O:1][CH:2]1[CH:3]([CH3:25])[CH2:4][C:5]([C:16]2[CH:21]=[CH:20][N:19]=[CH:18][C:17]=2[N+:22]([O-:24])=[O:23])=[CH:6][CH:7]1[NH:8][C:9]([O:10][C:11]([CH3:12])([CH3:13])[CH3:14])=[O:15])(=[O:36])=[O:35]. The yield is 0.650.